Predict the reactants needed to synthesize the given product. From a dataset of Full USPTO retrosynthesis dataset with 1.9M reactions from patents (1976-2016). (1) Given the product [NH2:8][C:11]1[CH:20]=[C:19]2[C:14]([CH2:15][CH2:16][CH2:17][C:18]2=[O:21])=[CH:13][CH:12]=1, predict the reactants needed to synthesize it. The reactants are: C([O-])=O.[NH4+].C(O)=O.[N+:8]([C:11]1[CH:20]=[C:19]2[C:14]([CH2:15][CH2:16][CH2:17][C:18]2=[O:21])=[CH:13][CH:12]=1)([O-])=O. (2) Given the product [C:29]([O:28][C:26]([N:8]([C:6]([O:5][C:1]([CH3:4])([CH3:3])[CH3:2])=[O:7])[C:9]1[CH:18]=[CH:17][C:16]2[C:15]3=[CH:19][CH:20]=[N:21][N:14]3[CH2:13][CH2:12][C:11]=2[C:10]=1[C:22]([O:24][CH3:25])=[O:23])=[O:27])([CH3:32])([CH3:31])[CH3:30], predict the reactants needed to synthesize it. The reactants are: [C:1]([O:5][C:6]([N:8]([C:26]([O:28][C:29]([CH3:32])([CH3:31])[CH3:30])=[O:27])[C:9]1[CH:18]=[CH:17][C:16]2[C:15]3=[CH:19][CH:20]=[N:21][N:14]3[CH:13]=[CH:12][C:11]=2[C:10]=1[C:22]([O:24][CH3:25])=[O:23])=[O:7])([CH3:4])([CH3:3])[CH3:2].